This data is from Catalyst prediction with 721,799 reactions and 888 catalyst types from USPTO. The task is: Predict which catalyst facilitates the given reaction. (1) Reactant: [CH3:1][O:2][C:3]([C:5]1[CH:6]=[C:7]2[C:12](=[CH:13][CH:14]=1)[NH:11][CH:10]([C:15]1[CH:20]=[CH:19][CH:18]=[C:17](Br)[CH:16]=1)[CH2:9][C:8]2([CH3:23])[CH3:22])=[O:4].[CH3:24][N:25]1[CH2:30][CH2:29][NH:28][CH2:27][CH2:26]1.Cl.CN(C)CC(O)=O.C(=O)([O-])[O-].[K+].[K+]. Product: [CH3:1][O:2][C:3]([C:5]1[CH:6]=[C:7]2[C:12](=[CH:13][CH:14]=1)[NH:11][CH:10]([C:15]1[CH:20]=[CH:19][CH:18]=[C:17]([N:28]3[CH2:29][CH2:30][N:25]([CH3:24])[CH2:26][CH2:27]3)[CH:16]=1)[CH2:9][C:8]2([CH3:23])[CH3:22])=[O:4]. The catalyst class is: 156. (2) Reactant: [Cl:1][C:2]1[CH:3]=[C:4]([CH:7]=[CH:8][C:9]=1[Cl:10])[CH2:5][NH2:6].N1CCOCC1.[CH3:17][C:18]1([CH3:28])[O:22][C:21](=[CH:23][C:24](Cl)=[O:25])[C:20](=[O:27])[O:19]1. Product: [Cl:1][C:2]1[CH:3]=[C:4]([CH:7]=[CH:8][C:9]=1[Cl:10])[CH2:5][NH:6][C:24](=[O:25])[CH:23]=[C:21]1[C:20](=[O:27])[O:19][C:18]([CH3:17])([CH3:28])[O:22]1. The catalyst class is: 2. (3) Reactant: [Cl:1][C:2]1[N:3]=[C:4]([C:9]2[CH:14]=[CH:13][CH:12]=[CH:11][CH:10]=2)[NH:5][C:6]=1[CH:7]=O.C(O)(=O)C.[CH3:19][O:20][C:21]1[CH:26]=[C:25]([CH3:27])[C:24]([S:28]([N:31]2[CH2:36][CH2:35][CH2:34][CH2:33][CH:32]2[CH2:37][O:38][CH2:39][C:40]([N:42]2[CH2:47][CH2:46][NH:45][CH2:44][CH2:43]2)=[O:41])(=[O:30])=[O:29])=[C:23]([CH3:48])[CH:22]=1.C(O[BH-](OC(=O)C)OC(=O)C)(=O)C.[Na+]. Product: [Cl:1][C:2]1[NH:3][C:4]([C:9]2[CH:14]=[CH:13][CH:12]=[CH:11][CH:10]=2)=[N:5][C:6]=1[CH2:7][N:45]1[CH2:46][CH2:47][N:42]([C:40](=[O:41])[CH2:39][O:38][CH2:37][CH:32]2[CH2:33][CH2:34][CH2:35][CH2:36][N:31]2[S:28]([C:24]2[C:23]([CH3:48])=[CH:22][C:21]([O:20][CH3:19])=[CH:26][C:25]=2[CH3:27])(=[O:29])=[O:30])[CH2:43][CH2:44]1. The catalyst class is: 4. (4) Reactant: [CH3:1][O:2][C:3]1[CH:4]=[C:5]2[C:10](=[CH:11][CH:12]=1)[CH:9]=[C:8]([CH:13]=[N:14][CH3:15])[CH:7]=[CH:6]2.[BH4-].[Na+].Cl. Product: [CH3:1][O:2][C:3]1[CH:4]=[C:5]2[C:10](=[CH:11][CH:12]=1)[CH:9]=[C:8]([CH2:13][NH:14][CH3:15])[CH:7]=[CH:6]2. The catalyst class is: 8.